This data is from TCR-epitope binding with 47,182 pairs between 192 epitopes and 23,139 TCRs. The task is: Binary Classification. Given a T-cell receptor sequence (or CDR3 region) and an epitope sequence, predict whether binding occurs between them. (1) The epitope is GTHWFVTQR. The TCR CDR3 sequence is CASSFRSGGAPEQFF. Result: 0 (the TCR does not bind to the epitope). (2) The epitope is GVAMPNLYK. The TCR CDR3 sequence is CASSESDRGVYEQYF. Result: 0 (the TCR does not bind to the epitope). (3) The epitope is KLGGALQAK. The TCR CDR3 sequence is CASSWGSYNEQFF. Result: 1 (the TCR binds to the epitope). (4) The epitope is FVDGVPFVV. The TCR CDR3 sequence is CASLAGYGYTF. Result: 1 (the TCR binds to the epitope). (5) The epitope is IQYIDIGNY. The TCR CDR3 sequence is CASGAGVRETQYF. Result: 1 (the TCR binds to the epitope). (6) Result: 0 (the TCR does not bind to the epitope). The epitope is NLSALGIFST. The TCR CDR3 sequence is CASSLAGGPGDTQYF. (7) The epitope is RQLLFVVEV. The TCR CDR3 sequence is CASSSGSGGVPEAFF. Result: 0 (the TCR does not bind to the epitope). (8) The epitope is KAYNVTQAF. The TCR CDR3 sequence is CSVDYTGIDGYTF. Result: 0 (the TCR does not bind to the epitope). (9) The epitope is YLNTLTLAV. The TCR CDR3 sequence is CASSLGTGNTQYF. Result: 1 (the TCR binds to the epitope). (10) The epitope is ELAGIGILTV. The TCR CDR3 sequence is CASSFSGNARGELFF. Result: 1 (the TCR binds to the epitope).